Dataset: Full USPTO retrosynthesis dataset with 1.9M reactions from patents (1976-2016). Task: Predict the reactants needed to synthesize the given product. Given the product [C:10]([O:9][C:8]([NH:7][CH2:6][C:5]1[CH:15]=[C:16]2[C:2](=[CH:3][C:4]=1[Cl:18])[NH:1][C:20]([C:21]([OH:23])=[O:22])=[CH:24]2)=[O:14])([CH3:13])([CH3:12])[CH3:11], predict the reactants needed to synthesize it. The reactants are: [NH2:1][C:2]1[C:16](I)=[CH:15][C:5]([CH2:6][NH:7][C:8](=[O:14])[O:9][C:10]([CH3:13])([CH3:12])[CH3:11])=[C:4]([Cl:18])[CH:3]=1.O=[C:20]([CH3:24])[C:21]([OH:23])=[O:22].N12CCN(CC1)CC2.